From a dataset of Reaction yield outcomes from USPTO patents with 853,638 reactions. Predict the reaction yield, written as a fraction of the theoretical maximum amount of product (1.0 means a 100% yield; for example, 0.34 means a 34% yield). (1) The reactants are [NH2:1][C:2]1[N:7]([CH2:8][CH2:9][CH2:10][CH2:11][CH3:12])[C:6](=[S:13])[NH:5][C:4](=[O:14])[C:3]=1[N:15]=O.N.O.S(S([O-])=O)([O-])=O.[Na+].[Na+]. The catalyst is C(O)(=O)C. The product is [NH2:15][C:3]1[C:4](=[O:14])[NH:5][C:6](=[S:13])[N:7]([CH2:8][CH2:9][CH2:10][CH2:11][CH3:12])[C:2]=1[NH2:1]. The yield is 0.861. (2) The reactants are Cl[C:2]1[N:7]=[C:6]([NH:8][C:9]2[CH:14]=[CH:13][C:12]([O:15][CH3:16])=[CH:11][CH:10]=2)[N:5]=[C:4]([NH:17][CH:18]2[NH:22][C:21](=[O:23])[N:20]([CH3:24])[C:19]2=[O:25])[N:3]=1.[CH3:26][O:27][C:28]1[CH:34]=[CH:33][C:31]([NH2:32])=[CH:30][CH:29]=1.C(=O)([O-])[O-].[K+].[K+]. The catalyst is CN(C=O)C.O. The product is [CH3:26][O:27][C:28]1[CH:34]=[CH:33][C:31]([NH:32][C:2]2[N:7]=[C:6]([NH:8][C:9]3[CH:14]=[CH:13][C:12]([O:15][CH3:16])=[CH:11][CH:10]=3)[N:5]=[C:4]([NH:17][CH:18]3[NH:22][C:21](=[O:23])[N:20]([CH3:24])[C:19]3=[O:25])[N:3]=2)=[CH:30][CH:29]=1. The yield is 0.580. (3) The product is [S:12]1[CH:13]=[CH:14][C:10]2[CH:9]=[CH:8][CH:7]=[C:6]([C:4]([OH:5])=[O:3])[C:11]1=2. The catalyst is CO.O. The reactants are C([O:3][C:4]([C:6]1[C:11]2[S:12][CH:13]=[CH:14][C:10]=2[CH:9]=[CH:8][CH:7]=1)=[O:5])C.[OH-].[Na+]. The yield is 0.590. (4) The reactants are C1(P(C2C=CC=CC=2)C2C=CC=CC=2)C=CC=CC=1.BrN1C(=O)CCC1=O.[Cl:28][C:29]1[CH:37]=[C:36]2[C:32]([C:33]([C:41]([OH:43])=O)=[CH:34][N:35]2[CH:38]([CH3:40])[CH3:39])=[CH:31][CH:30]=1.[CH3:44][C:45]1[N:46]=[C:47]([NH2:50])[S:48][CH:49]=1.Cl. The catalyst is C(Cl)Cl.O.C(OCC)(=O)C. The product is [CH3:44][C:45]1[N:46]=[C:47]([NH:50][C:41]([C:33]2[C:32]3[C:36](=[CH:37][C:29]([Cl:28])=[CH:30][CH:31]=3)[N:35]([CH:38]([CH3:39])[CH3:40])[CH:34]=2)=[O:43])[S:48][CH:49]=1. The yield is 0.240. (5) The reactants are [F:1][C:2]1[CH:3]=[C:4]([CH:7]=[CH:8][CH:9]=1)[CH:5]=O.[CH2:10]([O:12][C:13](=[O:24])[NH:14][C:15]1[CH:20]=[CH:19][C:18]([NH2:21])=[CH:17][C:16]=1[O:22][CH3:23])[CH3:11]. The catalyst is CO. The product is [CH2:10]([O:12][C:13](=[O:24])[NH:14][C:15]1[CH:20]=[CH:19][C:18]([NH:21][CH2:5][C:4]2[CH:7]=[CH:8][CH:9]=[C:2]([F:1])[CH:3]=2)=[CH:17][C:16]=1[O:22][CH3:23])[CH3:11]. The yield is 0.450.